From a dataset of Full USPTO retrosynthesis dataset with 1.9M reactions from patents (1976-2016). Predict the reactants needed to synthesize the given product. (1) Given the product [C:8]([C:7]1[CH:10]=[C:3]([CH:4]=[CH:5][C:6]=1[O:11][CH:12]([CH3:17])[C:13]([F:15])([F:14])[F:16])[C:1]([OH:20])=[O:2])#[N:9], predict the reactants needed to synthesize it. The reactants are: [CH:1]([C:3]1[CH:4]=[CH:5][C:6]([O:11][CH:12]([CH3:17])[C:13]([F:16])([F:15])[F:14])=[C:7]([CH:10]=1)[C:8]#[N:9])=[O:2].CC(C)=[O:20].OS(O)(=O)=O.O=[Cr](=O)=O. (2) The reactants are: [Cl:1][C:2]1[N:7]=[C:6](Cl)[C:5]([CH3:9])=[CH:4][N:3]=1.[F:10][C:11]([F:21])([F:20])[C:12]1[CH:13]=[C:14]([CH:17]=[CH:18][CH:19]=1)[CH:15]=[O:16].[I-].C[N+]1C=CN(C)C=1.[H-].[Na+]. Given the product [Cl:1][C:2]1[N:7]=[C:6]([C:15]([C:14]2[CH:17]=[CH:18][CH:19]=[C:12]([C:11]([F:10])([F:20])[F:21])[CH:13]=2)=[O:16])[C:5]([CH3:9])=[CH:4][N:3]=1, predict the reactants needed to synthesize it. (3) The reactants are: [C:1]([C:3]1[C:21]([NH:22][S:23](=[O:26])(=[O:25])[NH2:24])=[CH:20][CH:19]=[CH:18][C:4]=1[O:5][CH2:6][CH:7]1[CH2:12][CH2:11][CH2:10][CH2:9][N:8]1[C:13]([NH:15][CH2:16][CH3:17])=[O:14])#[N:2].[OH-].[Na+].CC(O)=O. Given the product [NH2:2][C:1]1[C:3]2[C:4]([O:5][CH2:6][CH:7]3[CH2:12][CH2:11][CH2:10][CH2:9][N:8]3[C:13]([NH:15][CH2:16][CH3:17])=[O:14])=[CH:18][CH:19]=[CH:20][C:21]=2[NH:22][S:23](=[O:25])(=[O:26])[N:24]=1, predict the reactants needed to synthesize it. (4) Given the product [NH2:1][C:2]1[CH:10]=[C:9]([F:11])[CH:8]=[CH:7][C:3]=1[C:4]([NH:19][C:18]1[CH:20]=[CH:21][CH:22]=[CH:23][C:17]=1[Cl:16])=[O:6], predict the reactants needed to synthesize it. The reactants are: [NH2:1][C:2]1[CH:10]=[C:9]([F:11])[CH:8]=[CH:7][C:3]=1[C:4]([OH:6])=O.O=S(Cl)Cl.[Cl:16][C:17]1[CH:23]=[CH:22][CH:21]=[CH:20][C:18]=1[NH2:19].C(Cl)(Cl)Cl. (5) Given the product [Cl:1][C:2]1[CH:7]=[CH:6][C:5]([CH3:8])=[CH:4][C:3]=1[O:9][CH3:12], predict the reactants needed to synthesize it. The reactants are: [Cl:1][C:2]1[CH:7]=[CH:6][C:5]([CH3:8])=[CH:4][C:3]=1[OH:9].CI.[C:12]([O-])([O-])=O.[K+].[K+]. (6) Given the product [C:1]([O:5][C:6](=[O:36])[NH:7][C:8]1([C:12]2[CH:17]=[CH:16][C:15]([C:18]3[C:19](=[O:20])[C:30]4[C:35]([O:28][C:27]=3[C:26]3[CH:25]=[CH:24][CH:23]=[CH:22][CH:21]=3)=[N:42][CH:33]=[CH:32][CH:31]=4)=[CH:14][CH:13]=2)[CH2:11][CH2:10][CH2:9]1)([CH3:4])([CH3:3])[CH3:2], predict the reactants needed to synthesize it. The reactants are: [C:1]([O:5][C:6](=[O:36])[NH:7][C:8]1([C:12]2[CH:17]=[CH:16][C:15]([C:18]3[C:27](=[O:28])[C:26]4[C:21](=[CH:22][CH:23]=[C:24](F)[CH:25]=4)[O:20][C:19]=3[C:30]3[CH:35]=C[CH:33]=[CH:32][CH:31]=3)=[CH:14][CH:13]=2)[CH2:11][CH2:10][CH2:9]1)([CH3:4])([CH3:3])[CH3:2].IC1C(=O)C2C(OC=1C1C=CC=CC=1)=[N:42]C=CC=2.